From a dataset of Full USPTO retrosynthesis dataset with 1.9M reactions from patents (1976-2016). Predict the reactants needed to synthesize the given product. (1) Given the product [C:30]1([CH3:40])[CH:31]=[CH:32][C:33]([S:36]([OH:39])(=[O:37])=[O:38])=[CH:34][CH:35]=1.[CH3:1][O:2][C:3]1[C:8]([CH3:9])=[C:7]([C:10]2[CH:11]=[CH:12][C:13]3[C:14]4[N:23]([C@H:24]5[CH2:28][CH2:27][O:26][CH2:25]5)[N:22]=[CH:21][C:15]=4[C:16](=[O:20])[NH:17][C:18]=3[CH:19]=2)[C:6]([CH3:29])=[CH:5][N:4]=1, predict the reactants needed to synthesize it. The reactants are: [CH3:1][O:2][C:3]1[C:8]([CH3:9])=[C:7]([C:10]2[CH:11]=[CH:12][C:13]3[C:14]4[N:23]([C@H:24]5[CH2:28][CH2:27][O:26][CH2:25]5)[N:22]=[CH:21][C:15]=4[C:16](=[O:20])[NH:17][C:18]=3[CH:19]=2)[C:6]([CH3:29])=[CH:5][N:4]=1.[C:30]1([CH3:40])[CH:35]=[CH:34][C:33]([S:36]([OH:39])(=[O:38])=[O:37])=[CH:32][CH:31]=1. (2) Given the product [CH2:13]([CH:8]1[CH2:7][CH2:6][C:5]2[C:10](=[C:11]([F:12])[C:2]([F:1])=[C:3]([CH:16]3[CH2:21][CH2:20][CH:19]([CH2:22][CH3:23])[CH2:18][CH2:17]3)[CH:4]=2)[O:9]1)[CH3:14], predict the reactants needed to synthesize it. The reactants are: [F:1][C:2]1[C:11]([F:12])=[C:10]2[C:5]([CH:6]=[CH:7][CH:8]([CH2:13][CH2:14]C)[O:9]2)=[CH:4][C:3]=1[CH:16]1[CH2:21][CH2:20][CH:19]([CH2:22][CH2:23]CCC)[CH2:18][CH2:17]1.